Task: Predict the reaction yield, written as a fraction of the theoretical maximum amount of product (1.0 means a 100% yield; for example, 0.34 means a 34% yield).. Dataset: Reaction yield outcomes from USPTO patents with 853,638 reactions (1) The reactants are [Cl:1][C:2]1[C:3]([O:12][C:13]2[CH:18]=[C:17]([O:19][CH2:20][CH2:21][O:22][CH3:23])[CH:16]=[CH:15][C:14]=2[CH2:24][C:25]([CH3:31])([CH3:30])[C:26]([O:28]C)=[O:27])=[N:4][CH:5]=[C:6]([C:8]([F:11])([F:10])[F:9])[CH:7]=1.S(=O)(=O)(O)O.C(O)(=O)C.O. The catalyst is O1CCCC1. The product is [Cl:1][C:2]1[C:3]([O:12][C:13]2[CH:18]=[C:17]([O:19][CH2:20][CH2:21][O:22][CH3:23])[CH:16]=[CH:15][C:14]=2[CH2:24][C:25]([CH3:31])([CH3:30])[C:26]([OH:28])=[O:27])=[N:4][CH:5]=[C:6]([C:8]([F:9])([F:11])[F:10])[CH:7]=1. The yield is 0.800. (2) The reactants are [F:1][C:2]([F:24])([F:23])[C:3]1[CH:4]=[C:5]([C:13]2[N:17]=[CH:16][N:15](/[CH:18]=[CH:19]\[C:20]([OH:22])=O)[N:14]=2)[CH:6]=[C:7]([C:9]([F:12])([F:11])[F:10])[CH:8]=1.C1CCC(N=C=NC2CCCCC2)CC1.Cl.[CH:41]1([NH:44][NH2:45])[CH2:43][CH2:42]1.CCN(C(C)C)C(C)C. The catalyst is O.C(Cl)Cl. The product is [F:1][C:2]([F:24])([F:23])[C:3]1[CH:4]=[C:5]([C:13]2[N:17]=[CH:16][N:15](/[CH:18]=[CH:19]\[C:20]([NH:45][NH:44][CH:41]3[CH2:43][CH2:42]3)=[O:22])[N:14]=2)[CH:6]=[C:7]([C:9]([F:12])([F:10])[F:11])[CH:8]=1. The yield is 0.0260.